Dataset: NCI-60 drug combinations with 297,098 pairs across 59 cell lines. Task: Regression. Given two drug SMILES strings and cell line genomic features, predict the synergy score measuring deviation from expected non-interaction effect. (1) Drug 1: CN(C)C1=NC(=NC(=N1)N(C)C)N(C)C. Drug 2: B(C(CC(C)C)NC(=O)C(CC1=CC=CC=C1)NC(=O)C2=NC=CN=C2)(O)O. Cell line: HOP-62. Synergy scores: CSS=0.870, Synergy_ZIP=4.23, Synergy_Bliss=8.45, Synergy_Loewe=3.71, Synergy_HSA=2.80. (2) Drug 1: CNC(=O)C1=CC=CC=C1SC2=CC3=C(C=C2)C(=NN3)C=CC4=CC=CC=N4. Drug 2: C1=CC(=C2C(=C1NCCNCCO)C(=O)C3=C(C=CC(=C3C2=O)O)O)NCCNCCO. Cell line: CCRF-CEM. Synergy scores: CSS=26.8, Synergy_ZIP=-0.389, Synergy_Bliss=-1.66, Synergy_Loewe=-15.4, Synergy_HSA=-0.532. (3) Drug 1: CCN(CC)CCNC(=O)C1=C(NC(=C1C)C=C2C3=C(C=CC(=C3)F)NC2=O)C. Drug 2: CCC1(C2=C(COC1=O)C(=O)N3CC4=CC5=C(C=CC(=C5CN(C)C)O)N=C4C3=C2)O.Cl. Cell line: PC-3. Synergy scores: CSS=20.3, Synergy_ZIP=-4.77, Synergy_Bliss=-1.68, Synergy_Loewe=0.0254, Synergy_HSA=2.57. (4) Drug 1: CC1=C(C=C(C=C1)NC2=NC=CC(=N2)N(C)C3=CC4=NN(C(=C4C=C3)C)C)S(=O)(=O)N.Cl. Drug 2: CC1=C2C(C(=O)C3(C(CC4C(C3C(C(C2(C)C)(CC1OC(=O)C(C(C5=CC=CC=C5)NC(=O)OC(C)(C)C)O)O)OC(=O)C6=CC=CC=C6)(CO4)OC(=O)C)O)C)O. Cell line: SW-620. Synergy scores: CSS=42.4, Synergy_ZIP=12.3, Synergy_Bliss=15.4, Synergy_Loewe=-71.7, Synergy_HSA=7.09. (5) Drug 1: C1CC(=O)NC(=O)C1N2CC3=C(C2=O)C=CC=C3N. Drug 2: COC1=CC(=CC(=C1O)OC)C2C3C(COC3=O)C(C4=CC5=C(C=C24)OCO5)OC6C(C(C7C(O6)COC(O7)C8=CC=CS8)O)O. Cell line: SF-268. Synergy scores: CSS=29.0, Synergy_ZIP=-1.13, Synergy_Bliss=1.85, Synergy_Loewe=-16.5, Synergy_HSA=4.29. (6) Drug 1: CN1CCC(CC1)COC2=C(C=C3C(=C2)N=CN=C3NC4=C(C=C(C=C4)Br)F)OC. Drug 2: C1=NC2=C(N=C(N=C2N1C3C(C(C(O3)CO)O)O)F)N. Cell line: OVCAR-8. Synergy scores: CSS=7.69, Synergy_ZIP=-13.5, Synergy_Bliss=-11.3, Synergy_Loewe=-24.7, Synergy_HSA=-10.6. (7) Drug 1: CCN(CC)CCNC(=O)C1=C(NC(=C1C)C=C2C3=C(C=CC(=C3)F)NC2=O)C. Drug 2: CN(CC1=CN=C2C(=N1)C(=NC(=N2)N)N)C3=CC=C(C=C3)C(=O)NC(CCC(=O)O)C(=O)O. Cell line: HOP-92. Synergy scores: CSS=15.7, Synergy_ZIP=-0.625, Synergy_Bliss=2.01, Synergy_Loewe=-15.0, Synergy_HSA=-0.730. (8) Drug 1: C1=NC2=C(N=C(N=C2N1C3C(C(C(O3)CO)O)F)Cl)N. Drug 2: CCC1(C2=C(COC1=O)C(=O)N3CC4=CC5=C(C=CC(=C5CN(C)C)O)N=C4C3=C2)O.Cl. Cell line: OVCAR-8. Synergy scores: CSS=36.4, Synergy_ZIP=-8.19, Synergy_Bliss=-1.53, Synergy_Loewe=-6.96, Synergy_HSA=0.477.